Dataset: Peptide-MHC class II binding affinity with 134,281 pairs from IEDB. Task: Regression. Given a peptide amino acid sequence and an MHC pseudo amino acid sequence, predict their binding affinity value. This is MHC class II binding data. (1) The peptide sequence is IEELFYSYATHHDKF. The MHC is DRB1_0101 with pseudo-sequence DRB1_0101. The binding affinity (normalized) is 0.298. (2) The peptide sequence is AHTLIMIGSNASDRM. The MHC is DRB1_0401 with pseudo-sequence DRB1_0401. The binding affinity (normalized) is 0.905. (3) The peptide sequence is INEPWAAAIAYGLDR. The MHC is HLA-DQA10401-DQB10402 with pseudo-sequence HLA-DQA10401-DQB10402. The binding affinity (normalized) is 0.741.